Dataset: Catalyst prediction with 721,799 reactions and 888 catalyst types from USPTO. Task: Predict which catalyst facilitates the given reaction. (1) Reactant: [N:1]1[CH:6]=[CH:5][CH:4]=[CH:3][C:2]=1[CH:7]1[CH2:12][CH2:11][CH2:10][C:9](=O)[CH2:8]1.[C:14]1([C@H:24]([NH2:26])[CH3:25])[C:23]2[C:18](=[CH:19][CH:20]=[CH:21][CH:22]=2)[CH:17]=[CH:16][CH:15]=1. Product: [C:14]1([C@H:24]([NH:26][CH:9]2[CH2:10][CH2:11][CH2:12][CH:7]([C:2]3[CH:3]=[CH:4][CH:5]=[CH:6][N:1]=3)[CH2:8]2)[CH3:25])[C:23]2[C:18](=[CH:19][CH:20]=[CH:21][CH:22]=2)[CH:17]=[CH:16][CH:15]=1. The catalyst class is: 513. (2) Reactant: [C:1]([OH:11])(=O)/[CH:2]=[CH:3]/[CH2:4][CH2:5][CH2:6][CH2:7][CH2:8][CH3:9].Cl.[S:13]1[CH2:18][CH2:17][CH:16]([CH2:19][NH2:20])[CH2:15][CH2:14]1.C(N(CC)CC)C.N1(O[P+](N(C)C)(N(C)C)N(C)C)C2C=CC=CC=2N=N1.Cl. Product: [S:13]1[CH2:18][CH2:17][CH:16]([CH2:19][NH:20][C:1](=[O:11])/[CH:2]=[CH:3]/[CH2:4][CH2:5][CH2:6][CH2:7][CH2:8][CH3:9])[CH2:15][CH2:14]1. The catalyst class is: 9. (3) Reactant: Br[C:2]1[CH:3]=[C:4]([CH2:8][C:9]#[N:10])[CH:5]=[N:6][CH:7]=1.[B:11]1([B:11]2[O:15][C:14]([CH3:17])([CH3:16])[C:13]([CH3:19])([CH3:18])[O:12]2)[O:15][C:14]([CH3:17])([CH3:16])[C:13]([CH3:19])([CH3:18])[O:12]1.C([O-])(=O)C.[K+]. Product: [CH3:18][C:13]1([CH3:19])[C:14]([CH3:17])([CH3:16])[O:15][B:11]([C:2]2[CH:3]=[C:4]([CH2:8][C:9]#[N:10])[CH:5]=[N:6][CH:7]=2)[O:12]1. The catalyst class is: 12. (4) Reactant: [CH3:1][N:2]1[CH2:7][CH2:6][N:5]([C:8]2[CH:13]=[CH:12][CH:11]=[C:10]([N+:14]([O-])=O)[CH:9]=2)[CH2:4][CH2:3]1.C[OH:18]. Product: [NH2:14][C:10]1[CH:9]=[C:8]([N:5]2[CH2:6][CH2:7][N:2]([CH3:1])[CH2:3][C:4]2=[O:18])[CH:13]=[CH:12][CH:11]=1. The catalyst class is: 522.